From a dataset of Full USPTO retrosynthesis dataset with 1.9M reactions from patents (1976-2016). Predict the reactants needed to synthesize the given product. (1) Given the product [CH3:1][O:2][C:3]1[CH:12]=[C:11]2[C:6](=[CH:5][CH:4]=1)[CH:7]=[C:8]([C:23]1[CH:28]=[CH:27][N:26]=[C:25]([NH:29][CH2:30][C:31]3[CH:36]=[CH:35][CH:34]=[C:33]([O:37][CH3:38])[CH:32]=3)[N:24]=1)[CH:9]=[C:10]2[N:13]1[CH2:18][CH2:17][N:16]([CH2:19][CH2:20][CH2:21][N:51]2[CH2:56][CH2:55][CH2:54][CH2:53][CH2:52]2)[CH2:15][CH2:14]1, predict the reactants needed to synthesize it. The reactants are: [CH3:1][O:2][C:3]1[CH:12]=[C:11]2[C:6]([CH:7]=[C:8]([C:23]3[CH:28]=[CH:27][N:26]=[C:25]([NH:29][CH2:30][C:31]4[CH:36]=[CH:35][CH:34]=[C:33]([O:37][CH3:38])[CH:32]=4)[N:24]=3)[CH:9]=[C:10]2[N:13]2[CH2:18][CH2:17][N:16]([CH2:19][CH2:20][CH2:21]O)[CH2:15][CH2:14]2)=[CH:5][CH:4]=1.C(N(CC)CC)C.CS(Cl)(=O)=O.[NH:51]1[CH2:56][CH2:55][CH2:54][CH2:53][CH2:52]1. (2) The reactants are: [CH3:1][C:2]1[CH:3]=[C:4]([CH:8]=[C:9]([CH3:11])[CH:10]=1)[C:5]([OH:7])=O.CN(C(ON1N=NC2C=CC=NC1=2)=[N+](C)C)C.F[P-](F)(F)(F)(F)F.CCN(C(C)C)C(C)C.[I-].[CH2:46]([N+:50]1[N:54]=[C:53]([CH3:55])[S:52][C:51]=1[CH3:56])[CH2:47][CH2:48][CH3:49]. Given the product [CH2:46]([N:50]1[N:54]=[C:53]([CH3:55])[S:52]/[C:51]/1=[CH:56]\[C:5]([C:4]1[CH:8]=[C:9]([CH3:11])[CH:10]=[C:2]([CH3:1])[CH:3]=1)=[O:7])[CH2:47][CH2:48][CH3:49], predict the reactants needed to synthesize it. (3) The reactants are: [C:1]([N:5]([C:26](=[O:35])[C:27]1[CH:32]=[C:31]([CH3:33])[CH:30]=[C:29]([CH3:34])[CH:28]=1)[NH:6][C:7](=[O:25])[C:8]1[CH:13]=[CH:12][C:11]([CH:14]=O)=[C:10]([B:16]2OC(C)(C)C(C)(C)[O:17]2)[CH:9]=1)([CH3:4])([CH3:3])[CH3:2].[CH3:36][C:37]1[CH:42]=[CH:41][C:40]([S:43]([NH:46][NH2:47])(=[O:45])=[O:44])=[CH:39][CH:38]=1. Given the product [C:1]([N:5]([C:26](=[O:35])[C:27]1[CH:32]=[C:31]([CH3:33])[CH:30]=[C:29]([CH3:34])[CH:28]=1)[NH:6][C:7]([C:8]1[CH:13]=[CH:12][C:11]2[CH:14]=[N:47][N:46]([S:43]([C:40]3[CH:41]=[CH:42][C:37]([CH3:36])=[CH:38][CH:39]=3)(=[O:45])=[O:44])[B:16]([OH:17])[C:10]=2[CH:9]=1)=[O:25])([CH3:4])([CH3:3])[CH3:2], predict the reactants needed to synthesize it. (4) Given the product [CH:38]1[C:39]2[N:40]([CH2:19][CH2:18][N:12]3[C:11](=[O:28])[N:10]([CH2:9][O:8][CH2:1][C:2]4[CH:3]=[CH:4][CH:5]=[CH:6][CH:7]=4)[C:15](=[O:16])[C:14]([Br:17])=[N:13]3)[C:41]3[C:33](=[CH:32][CH:31]=[CH:30][CH:29]=3)[C:34]=2[CH:35]=[CH:36][CH:37]=1, predict the reactants needed to synthesize it. The reactants are: [CH2:1]([O:8][CH2:9][N:10]1[C:15](=[O:16])[C:14]([Br:17])=[N:13][N:12]([CH2:18][C:19](F)(F)C2C=CC=CC=2)[C:11]1=[O:28])[C:2]1[CH:7]=[CH:6][CH:5]=[CH:4][CH:3]=1.[CH:29]1[C:41]2[N:40](CCO)[C:39]3[C:34](=[CH:35][CH:36]=[CH:37][CH:38]=3)[C:33]=2[CH:32]=[CH:31][CH:30]=1. (5) Given the product [Cl:12][C:13]1[CH:14]=[CH:15][C:16]([S:19]([CH:21]([C:26]2[CH:31]=[C:30]([F:32])[CH:29]=[CH:28][C:27]=2[F:33])[CH2:22][CH2:23][CH2:24][CH3:25])(=[O:9])=[O:20])=[CH:17][CH:18]=1, predict the reactants needed to synthesize it. The reactants are: ClC1C=CC=C(C(OO)=[O:9])C=1.[Cl:12][C:13]1[CH:18]=[CH:17][C:16]([S:19]([CH:21]([C:26]2[CH:31]=[C:30]([F:32])[CH:29]=[CH:28][C:27]=2[F:33])[CH2:22][CH2:23][CH2:24][CH3:25])=[O:20])=[CH:15][CH:14]=1. (6) Given the product [C:1]([O:5][C:6]([N:8]1[CH2:13][CH2:12][N:11]2[C:14](=[O:23])[N:15]([CH2:18][C:19]([F:21])([F:22])[F:20])[C:16](=[O:17])[C:10]2([CH2:40][C:35]2[CH:36]=[CH:37][CH:38]=[CH:39][N:34]=2)[CH2:9]1)=[O:7])([CH3:4])([CH3:2])[CH3:3], predict the reactants needed to synthesize it. The reactants are: [C:1]([O:5][C:6]([N:8]1[CH2:13][CH2:12][N:11]2[C:14](=[O:23])[N:15]([CH2:18][C:19]([F:22])([F:21])[F:20])[C:16](=[O:17])[CH:10]2[CH2:9]1)=[O:7])([CH3:4])([CH3:3])[CH3:2].C[Si]([N-][Si](C)(C)C)(C)C.[K+].[N:34]1[CH:39]=[CH:38][CH:37]=[CH:36][C:35]=1[CH2:40]Cl.Cl.N12CCN(CC1)CC2.C([O-])([O-])=O.[K+].[K+]. (7) Given the product [CH2:16]([CH:12]1[CH2:13][CH2:14][CH2:15][CH:10]([C:8]2[S:7][N:6]=[C:5]([O:22][CH2:18][C:19]#[C:20][CH3:21])[N:9]=2)[CH2:11]1)[CH3:17], predict the reactants needed to synthesize it. The reactants are: CS([C:5]1[N:9]=[C:8]([CH:10]2[CH2:15][CH2:14][CH2:13][CH:12]([CH2:16][CH3:17])[CH2:11]2)[S:7][N:6]=1)(=O)=O.[CH2:18]([OH:22])[C:19]#[C:20][CH3:21].[H-].[Na+].